Dataset: Reaction yield outcomes from USPTO patents with 853,638 reactions. Task: Predict the reaction yield, written as a fraction of the theoretical maximum amount of product (1.0 means a 100% yield; for example, 0.34 means a 34% yield). (1) The reactants are [CH2:1]([O:8][C@@H:9]1[C@@H:18]([O:19][CH2:20][C:21]2[CH:26]=[CH:25][CH:24]=[CH:23][CH:22]=2)[C@@H:17]([O:27][CH2:28][C:29]2[CH:34]=[CH:33][CH:32]=[CH:31][CH:30]=2)[C@@H:16]([CH2:35][OH:36])[O:15][C@@H:10]1[O:11][CH2:12][CH:13]=[CH2:14])[C:2]1[CH:7]=[CH:6][CH:5]=[CH:4][CH:3]=1.[H-].[Na+].CC1C=CC(S(O[CH2:50][CH2:51][CH2:52][CH2:53][CH2:54][CH2:55][N:56]=[N+:57]=[N-:58])(=O)=O)=CC=1. The yield is 0.680. The catalyst is CN(C=O)C. The product is [N:56]([CH2:55][CH2:54][CH2:53][CH2:52][CH2:51][CH2:50][CH:35]([OH:36])[C@H:16]1[O:15][C@H:10]([O:11][CH2:12][CH:13]=[CH2:14])[C@H:9]([O:8][CH2:1][C:2]2[CH:7]=[CH:6][CH:5]=[CH:4][CH:3]=2)[C@@H:18]([O:19][CH2:20][C:21]2[CH:26]=[CH:25][CH:24]=[CH:23][CH:22]=2)[C@H:17]1[O:27][CH2:28][C:29]1[CH:34]=[CH:33][CH:32]=[CH:31][CH:30]=1)=[N+:57]=[N-:58]. (2) The reactants are [NH2:1][C:2]1[CH:7]=[CH:6][C:5]([NH:8][C:9]2[CH:10]=[CH:11][C:12]([O:24][CH3:25])=[C:13]([C:15]3[CH:20]=[CH:19][CH:18]=[C:17]([C:21](=[O:23])[CH3:22])[CH:16]=3)[CH:14]=2)=[CH:4][CH:3]=1.C(O)(=O)C.[O-:30][C:31]#[N:32].[Na+]. The catalyst is O. The product is [C:21]([C:17]1[CH:16]=[C:15]([C:13]2[C:12]([O:24][CH3:25])=[CH:11][CH:10]=[C:9]([NH:8][C:5]3[CH:4]=[CH:3][C:2]([NH:1][C:31]([NH2:32])=[O:30])=[CH:7][CH:6]=3)[CH:14]=2)[CH:20]=[CH:19][CH:18]=1)(=[O:23])[CH3:22]. The yield is 0.470. (3) The reactants are [Cl:1][C:2]1[CH:7]=[C:6]([O:8][C:9]2[C:18]3[C:13](=[CH:14][C:15]([O:20][CH3:21])=[C:16]([OH:19])[CH:17]=3)[N:12]=[CH:11][N:10]=2)[CH:5]=[CH:4][C:3]=1[NH:22][C:23]([NH:25][CH2:26][CH2:27][CH3:28])=[O:24].C(=O)([O-])[O-].[K+].[K+].[Br:35][CH2:36][CH2:37]CBr. The catalyst is CN(C)C=O. The product is [Br:35][CH2:36][CH2:37][O:19][C:16]1[CH:17]=[C:18]2[C:13](=[CH:14][C:15]=1[O:20][CH3:21])[N:12]=[CH:11][N:10]=[C:9]2[O:8][C:6]1[CH:5]=[CH:4][C:3]([NH:22][C:23]([NH:25][CH2:26][CH2:27][CH3:28])=[O:24])=[C:2]([Cl:1])[CH:7]=1. The yield is 0.710. (4) The yield is 0.789. The product is [Br:23][C:20]1[CH:21]=[CH:22][C:5]([OH:4])=[C:6]([CH:19]=1)[C:7]([NH:9][C:10]1[S:11][CH:12]=[C:13]([C:15]([CH3:16])([CH3:17])[CH3:18])[N:14]=1)=[O:8]. The catalyst is O1CCCC1. The reactants are C([O:4][C:5]1[CH:22]=[CH:21][C:20]([Br:23])=[CH:19][C:6]=1[C:7]([NH:9][C:10]1[S:11][CH:12]=[C:13]([C:15]([CH3:18])([CH3:17])[CH3:16])[N:14]=1)=[O:8])(=O)C.[OH-].[Na+].Cl. (5) The reactants are Br[C:2]1[CH:3]=[C:4]2[C:8](=[CH:9][C:10]=1[Cl:11])[NH:7][CH:6]=[C:5]2[C:12]([O:14][CH3:15])=[O:13].[F:16][C:17]1[CH:18]=[C:19](B(O)O)[CH:20]=[CH:21][C:22]=1OC.[C:28](=[O:31])([O-])[O-].[K+].[K+].C(OCC)(=O)C. The catalyst is C1(C)C=CC=CC=1.C(O)C.C1C=CC(P(C2C=CC=CC=2)[C-]2C=CC=C2)=CC=1.C1C=CC(P(C2C=CC=CC=2)[C-]2C=CC=C2)=CC=1.Cl[Pd]Cl.[Fe+2].O. The product is [Cl:11][C:10]1[CH:9]=[C:8]2[C:4]([C:5]([C:12]([O:14][CH3:15])=[O:13])=[CH:6][NH:7]2)=[CH:3][C:2]=1[C:22]1[CH:21]=[CH:20][C:19]([O:31][CH3:28])=[CH:18][C:17]=1[F:16]. The yield is 0.320. (6) The reactants are Cl[C:2]1[CH:7]=[C:6]([Cl:8])[N:5]=[CH:4][N:3]=1.[F:9][C:10]([F:20])([F:19])[O:11][C:12]1[CH:18]=[CH:17][C:15]([NH2:16])=[CH:14][CH:13]=1.CCN(C(C)C)C(C)C. The catalyst is CCO. The product is [Cl:8][C:6]1[N:5]=[CH:4][N:3]=[C:2]([NH:16][C:15]2[CH:17]=[CH:18][C:12]([O:11][C:10]([F:9])([F:19])[F:20])=[CH:13][CH:14]=2)[CH:7]=1. The yield is 0.840. (7) The reactants are Br[CH:2]([CH2:6][C:7]1[CH:12]=[CH:11][CH:10]=[C:9]([Br:13])[CH:8]=1)[C:3](=O)[CH3:4].[NH2:14][C:15](=[S:21])[C:16]([O:18][CH2:19][CH3:20])=[O:17]. The catalyst is CCO. The product is [Br:13][C:9]1[CH:8]=[C:7]([CH:12]=[CH:11][CH:10]=1)[CH2:6][C:2]1[S:21][C:15]([C:16]([O:18][CH2:19][CH3:20])=[O:17])=[N:14][C:3]=1[CH3:4]. The yield is 0.421.